Dataset: Full USPTO retrosynthesis dataset with 1.9M reactions from patents (1976-2016). Task: Predict the reactants needed to synthesize the given product. (1) Given the product [Br:29][C:7]1[C:8](=[O:23])[N:9]([C:13]2[CH:14]=[C:15]([CH:19]=[CH:20][C:21]=2[CH3:22])[C:16]([OH:18])=[O:17])[C:10]([CH3:12])=[CH:11][C:6]=1[O:5][CH2:4][C:3]1[CH:24]=[CH:25][C:26]([F:28])=[CH:27][C:2]=1[F:1], predict the reactants needed to synthesize it. The reactants are: [F:1][C:2]1[CH:27]=[C:26]([F:28])[CH:25]=[CH:24][C:3]=1[CH2:4][O:5][C:6]1[CH:11]=[C:10]([CH3:12])[N:9]([C:13]2[CH:14]=[C:15]([CH:19]=[CH:20][C:21]=2[CH3:22])[C:16]([OH:18])=[O:17])[C:8](=[O:23])[CH:7]=1.[Br:29]N1C(=O)CCC1=O. (2) Given the product [CH3:21][C:22]1[CH:27]=[C:26]([CH3:28])[CH:25]=[CH:24][C:23]=1[N:29]1[CH2:30][CH2:31][N:32]([C:11]([C:10]2[CH:14]=[CH:15][C:7]([N:3]3[CH2:4][CH2:5][CH2:6][S:2]3(=[O:1])=[O:20])=[CH:8][C:9]=2[S:16]([CH3:19])(=[O:18])=[O:17])=[O:13])[CH2:33][CH2:34]1, predict the reactants needed to synthesize it. The reactants are: [O:1]=[S:2]1(=[O:20])[CH2:6][CH2:5][CH2:4][N:3]1[C:7]1[CH:15]=[CH:14][C:10]([C:11]([OH:13])=O)=[C:9]([S:16]([CH3:19])(=[O:18])=[O:17])[CH:8]=1.[CH3:21][C:22]1[CH:27]=[C:26]([CH3:28])[CH:25]=[CH:24][C:23]=1[N:29]1[CH2:34][CH2:33][NH:32][CH2:31][CH2:30]1.ON1C2C=CC=CC=2N=N1.Cl.C(N=C=NCCCN(C)C)C. (3) Given the product [F:41][C:42]1[CH:55]=[CH:54][C:45]([O:46][C:47]2[CH:53]=[CH:52][C:50]([NH:51][C:14]([C@@H:9]3[CH2:10][C@@H:11]([OH:13])[CH2:12][N:8]3[C:6]([O:5][C:1]([CH3:2])([CH3:3])[CH3:4])=[O:7])=[O:16])=[CH:49][CH:48]=2)=[CH:44][CH:43]=1, predict the reactants needed to synthesize it. The reactants are: [C:1]([O:5][C:6]([N:8]1[CH2:12][C@H:11]([OH:13])[CH2:10][C@H:9]1[C:14]([OH:16])=O)=[O:7])([CH3:4])([CH3:3])[CH3:2].CN(C(ON1N=NC2C=CC=NC1=2)=[N+](C)C)C.F[P-](F)(F)(F)(F)F.[F:41][C:42]1[CH:55]=[CH:54][C:45]([O:46][C:47]2[CH:53]=[CH:52][C:50]([NH2:51])=[CH:49][CH:48]=2)=[CH:44][CH:43]=1.CCN(C(C)C)C(C)C. (4) Given the product [F:18][C:9]1[CH:8]=[C:7]([C:5]2[N:23]([C:25]3[CH:26]=[CH:27][C:28]([S:31]([NH2:34])(=[O:33])=[O:32])=[N:29][CH:30]=3)[N:24]=[C:3]([C:2]([F:21])([F:20])[F:1])[CH:4]=2)[CH:12]=[CH:11][C:10]=1[C:13]1[N:14]=[CH:15][S:16][CH:17]=1, predict the reactants needed to synthesize it. The reactants are: [F:1][C:2]([F:21])([F:20])[C:3](=O)[CH2:4][C:5]([C:7]1[CH:12]=[CH:11][C:10]([C:13]2[N:14]=[CH:15][S:16][CH:17]=2)=[C:9]([F:18])[CH:8]=1)=O.Cl.[NH:23]([C:25]1[CH:26]=[CH:27][C:28]([S:31]([NH2:34])(=[O:33])=[O:32])=[N:29][CH:30]=1)[NH2:24]. (5) Given the product [Cl:26][C:2]1[N:3]([C:18]2[CH:23]=[CH:22][CH:21]=[CH:20][CH:19]=2)[C:4](=[O:17])[C:5]2[C:10]([C:11]3[CH:16]=[CH:15][CH:14]=[CH:13][CH:12]=3)=[CH:9][S:8][C:6]=2[N:7]=1, predict the reactants needed to synthesize it. The reactants are: O[C:2]1[N:3]([C:18]2[CH:23]=[CH:22][CH:21]=[CH:20][CH:19]=2)[C:4](=[O:17])[C:5]2[C:10]([C:11]3[CH:16]=[CH:15][CH:14]=[CH:13][CH:12]=3)=[CH:9][S:8][C:6]=2[N:7]=1.O=P(Cl)(Cl)[Cl:26]. (6) Given the product [OH:21][CH2:20][C:7]1([CH2:6][CH2:5][CH2:4][OH:3])[CH2:12][CH2:11][N:10]([C:13]([O:15][C:16]([CH3:17])([CH3:18])[CH3:19])=[O:14])[CH2:9][CH2:8]1, predict the reactants needed to synthesize it. The reactants are: [BH4-].[Li+].[OH:3][CH2:4][CH2:5][CH2:6][C:7]1([C:20](OCC2C=CC=CC=2)=[O:21])[CH2:12][CH2:11][N:10]([C:13]([O:15][C:16]([CH3:19])([CH3:18])[CH3:17])=[O:14])[CH2:9][CH2:8]1.Cl.C(=O)([O-])[O-].[Na+].[Na+]. (7) Given the product [CH3:13][O:12][C:9]1[CH:10]=[C:11]2[C:6](=[CH:7][C:8]=1[O:14][CH3:15])[N:5]=[CH:4][CH:3]=[C:2]2[O:23][C:22]1[CH:21]=[CH:20][C:19]([C:24]2[C:25](=[O:38])[N:26]([CH2:30][C:31]3[CH:36]=[CH:35][C:34]([F:37])=[CH:33][CH:32]=3)[CH:27]=[N:28][CH:29]=2)=[CH:18][C:17]=1[F:16], predict the reactants needed to synthesize it. The reactants are: Cl[C:2]1[C:11]2[C:6](=[CH:7][C:8]([O:14][CH3:15])=[C:9]([O:12][CH3:13])[CH:10]=2)[N:5]=[CH:4][CH:3]=1.[F:16][C:17]1[CH:18]=[C:19]([C:24]2[C:25](=[O:38])[N:26]([CH2:30][C:31]3[CH:36]=[CH:35][C:34]([F:37])=[CH:33][CH:32]=3)[CH:27]=[N:28][CH:29]=2)[CH:20]=[CH:21][C:22]=1[OH:23].